Dataset: Forward reaction prediction with 1.9M reactions from USPTO patents (1976-2016). Task: Predict the product of the given reaction. (1) Given the reactants [CH2:1]([O:8][C:9]1[N:10]=[N:11][C:12]([C:23]#[C:24]C2C=NC(C(F)(F)F)=CC=2)=[CH:13][C:14]=1[O:15][CH2:16][C:17]1[CH:22]=[CH:21][CH:20]=[CH:19][CH:18]=1)[C:2]1[CH:7]=[CH:6][CH:5]=[CH:4][CH:3]=1.[CH2:35](OC1N=NC(C#C)=CC=1OCC1C=CC=CC=1)C1C=CC=CC=1.Br[C:60]1[CH:61]=N[CH:63]=[C:64]([CH:66]([F:68])[F:67])[CH:65]=1, predict the reaction product. The product is: [CH2:1]([O:8][C:9]1[N:10]=[N:11][C:12]([C:23]#[C:24][C:60]2[CH:61]=[CH:35][CH:63]=[C:64]([CH:66]([F:68])[F:67])[CH:65]=2)=[CH:13][C:14]=1[O:15][CH2:16][C:17]1[CH:22]=[CH:21][CH:20]=[CH:19][CH:18]=1)[C:2]1[CH:3]=[CH:4][CH:5]=[CH:6][CH:7]=1. (2) The product is: [F:1][C:2]1[CH:3]=[CH:4][C:5]([C:8]2[O:9][CH:10]=[C:11]([C:13]([CH3:17])([CH3:16])[CH2:14][NH:15][C:30](=[O:31])[C:29]3[CH:33]=[CH:34][CH:35]=[C:27]([C:25]4[O:26][C:22]([C:20](=[O:21])[C:19]([F:18])([F:36])[F:37])=[CH:23][CH:24]=4)[CH:28]=3)[N:12]=2)=[CH:6][CH:7]=1. Given the reactants [F:1][C:2]1[CH:7]=[CH:6][C:5]([C:8]2[O:9][CH:10]=[C:11]([C:13]([CH3:17])([CH3:16])[CH2:14][NH2:15])[N:12]=2)=[CH:4][CH:3]=1.[F:18][C:19]([F:37])([F:36])[C:20]([C:22]1[O:26][C:25]([C:27]2[CH:28]=[C:29]([CH:33]=[CH:34][CH:35]=2)[C:30](O)=[O:31])=[CH:24][CH:23]=1)=[O:21], predict the reaction product. (3) Given the reactants [CH3:1][C:2]1[N:7]=[CH:6][C:5]([OH:8])=[CH:4][CH:3]=1.[OH-].[Na+].[I:11]I.Cl, predict the reaction product. The product is: [I:11][C:6]1[C:5]([OH:8])=[CH:4][CH:3]=[C:2]([CH3:1])[N:7]=1. (4) Given the reactants [Cl:1][C:2]1[C:3]([Cl:11])=[N:4][CH:5]=[C:6]([CH:10]=1)[C:7]([OH:9])=O.Cl.[NH:13]1[CH2:16][CH2:15][CH2:14]1.CN(C(ON1N=NC2C=CC=NC1=2)=[N+](C)C)C.F[P-](F)(F)(F)(F)F.C(N(CC)C(C)C)(C)C.Cl, predict the reaction product. The product is: [N:13]1([C:7]([C:6]2[CH:10]=[C:2]([Cl:1])[C:3]([Cl:11])=[N:4][CH:5]=2)=[O:9])[CH2:16][CH2:15][CH2:14]1. (5) Given the reactants [Cl:1][C:2]1[C:7]([Cl:8])=[C:6]([OH:9])[CH:5]=[CH:4][C:3]=1[CH2:10][CH2:11][C:12]([C:14]1[S:15][C:16]([C:19]2[CH:24]=[CH:23][C:22]([C:25]([F:28])([F:27])[F:26])=[CH:21][CH:20]=2)=[CH:17][CH:18]=1)=[O:13].Br[CH2:30][C:31]([O:33][C:34]([CH3:37])([CH3:36])[CH3:35])=[O:32], predict the reaction product. The product is: [Cl:8][C:7]1[C:2]([Cl:1])=[C:3]([CH2:10][CH2:11][C:12](=[O:13])[C:14]2[S:15][C:16]([C:19]3[CH:24]=[CH:23][C:22]([C:25]([F:27])([F:28])[F:26])=[CH:21][CH:20]=3)=[CH:17][CH:18]=2)[CH:4]=[CH:5][C:6]=1[O:9][CH2:30][C:31]([O:33][C:34]([CH3:37])([CH3:36])[CH3:35])=[O:32]. (6) Given the reactants I[CH2:2][CH2:3][C:4]1[CH:13]=[CH:12][C:7]([C:8]([O:10][CH3:11])=[O:9])=[CH:6][CH:5]=1.C(=O)([O-])[O-].[Na+].[Na+].Cl.Cl.[Cl:22][C:23]1[CH:24]=[C:25]([C:56]2[CH:61]=[CH:60][C:59]([C:62]([F:65])([F:64])[F:63])=[CH:58][CH:57]=2)[CH:26]=[CH:27][C:28]=1[CH2:29][O:30][C:31]1[CH:36]=[CH:35][C:34]([F:37])=[CH:33][C:32]=1[CH2:38][CH2:39][NH:40][CH:41]1[CH2:50][CH2:49][CH2:48][C:47]2[N:46]=[C:45]([C:51]([O:53][CH2:54][CH3:55])=[O:52])[CH:44]=[CH:43][C:42]1=2, predict the reaction product. The product is: [Cl:22][C:23]1[CH:24]=[C:25]([C:56]2[CH:57]=[CH:58][C:59]([C:62]([F:64])([F:65])[F:63])=[CH:60][CH:61]=2)[CH:26]=[CH:27][C:28]=1[CH2:29][O:30][C:31]1[CH:36]=[CH:35][C:34]([F:37])=[CH:33][C:32]=1[CH2:38][CH2:39][N:40]([CH2:2][CH2:3][C:4]1[CH:13]=[CH:12][C:7]([C:8]([O:10][CH3:11])=[O:9])=[CH:6][CH:5]=1)[CH:41]1[CH2:50][CH2:49][CH2:48][C:47]2[N:46]=[C:45]([C:51]([O:53][CH2:54][CH3:55])=[O:52])[CH:44]=[CH:43][C:42]1=2. (7) Given the reactants [Cl:1][C:2]1[CH:3]=[C:4]2[C:8](=[CH:9][CH:10]=1)[N:7]([C:11]1[N:15]([CH3:16])[N:14]=[C:13]([CH3:17])[C:12]=1/[CH:18]=[CH:19]/[C:20](=[O:26])[C:21]([O:23][CH2:24][CH3:25])=[O:22])[CH:6]=[CH:5]2.[H][H], predict the reaction product. The product is: [Cl:1][C:2]1[CH:3]=[C:4]2[C:8](=[CH:9][CH:10]=1)[N:7]([C:11]1[N:15]([CH3:16])[N:14]=[C:13]([CH3:17])[C:12]=1[CH2:18][CH2:19][CH:20]([OH:26])[C:21]([O:23][CH2:24][CH3:25])=[O:22])[CH:6]=[CH:5]2. (8) Given the reactants [ClH:1].[F:2][C:3]1[CH:8]=[CH:7][CH:6]=[CH:5][C:4]=1[NH:9][NH2:10].[CH2:11]([O:13][C:14]([C:16]#[C:17][C:18](OCC)=O)=[O:15])[CH3:12].C(=O)([O-])[O-].[K+].[K+].Cl, predict the reaction product. The product is: [CH2:11]([O:13][C:14]([C:16]1[CH:17]=[C:18]([Cl:1])[N:9]([C:4]2[CH:5]=[CH:6][CH:7]=[CH:8][C:3]=2[F:2])[N:10]=1)=[O:15])[CH3:12]. (9) Given the reactants [CH2:1]([O:3][C:4]([C:6]1[CH:7]=[N:8][NH:9][CH:10]=1)=[O:5])[CH3:2].C([O-])([O-])=O.[Cs+].[Cs+].Br[CH:18]1[CH2:21][O:20][CH2:19]1, predict the reaction product. The product is: [CH2:1]([O:3][C:4]([C:6]1[CH:7]=[N:8][N:9]([CH:18]2[CH2:21][O:20][CH2:19]2)[CH:10]=1)=[O:5])[CH3:2]. (10) Given the reactants Cl[C:2]1[N:10]=[CH:9][N:8]=[C:7]2[C:3]=1[N:4]=[CH:5][N:6]2[CH:11]=[CH2:12].[CH:13]1([NH2:16])[CH2:15][CH2:14]1.O.Cl.C1(N)CC1, predict the reaction product. The product is: [CH:13]1([NH:16][C:2]2[N:10]=[CH:9][N:8]=[C:7]3[C:3]=2[N:4]=[CH:5][N:6]3[CH:11]=[CH2:12])[CH2:15][CH2:14]1.